Task: Predict which catalyst facilitates the given reaction.. Dataset: Catalyst prediction with 721,799 reactions and 888 catalyst types from USPTO Product: [CH3:1][O:2][C:3]1[CH:4]=[C:5]2[C:6](=[CH:7][C:8]=1[O:9][CH3:10])[C:14](=[CH:15][C:16](=[O:19])[CH2:17][CH3:18])[NH:13][CH2:12][CH2:11]2. The catalyst class is: 11. Reactant: [CH3:1][O:2][C:3]1[CH:4]=[C:5]([CH2:11][CH2:12][NH:13][C:14](=O)[CH2:15][C:16](=[O:19])[CH2:17][CH3:18])[CH:6]=[CH:7][C:8]=1[O:9][CH3:10].O=P12OP3(OP(OP(O3)(O1)=O)(=O)O2)=O.C(=O)([O-])[O-].[K+].[K+].